Dataset: Reaction yield outcomes from USPTO patents with 853,638 reactions. Task: Predict the reaction yield, written as a fraction of the theoretical maximum amount of product (1.0 means a 100% yield; for example, 0.34 means a 34% yield). (1) The product is [ClH:24].[CH3:27][NH:28][CH2:7][C:6]1[CH:5]=[C:4]([C:9]2[CH:10]=[CH:11][CH:12]=[CH:13][CH:14]=2)[N:3]([S:15]([C:18]2[CH:23]=[CH:22][CH:21]=[CH:20][CH:19]=2)(=[O:17])=[O:16])[C:2]=1[CH3:1]. The yield is 0.350. No catalyst specified. The reactants are [CH3:1][C:2]1[N:3]([S:15]([C:18]2[CH:23]=[CH:22][CH:21]=[CH:20][CH:19]=2)(=[O:17])=[O:16])[C:4]([C:9]2[CH:14]=[CH:13][CH:12]=[CH:11][CH:10]=2)=[CH:5][C:6]=1[CH:7]=O.[Cl-:24].C[NH3+].[C:27]([BH3-])#[N:28].[Na+]. (2) The reactants are Cl.[CH:2]1([C:5]#[C:6][C:7]2[CH:8]=[N:9][C:10]([N:13]3[CH2:18][CH2:17][NH:16][CH2:15][CH2:14]3)=[N:11][CH:12]=2)[CH2:4][CH2:3]1.Cl[C:20]1[N:25]=[CH:24][N:23]=[C:22]([NH:26][C:27]2[CH:28]=[N:29][N:30]([CH2:32][C@H:33]3[O:38][CH2:37][CH2:36][N:35]([C:39]([O:41][C:42]([CH3:45])([CH3:44])[CH3:43])=[O:40])[CH2:34]3)[CH:31]=2)[N:21]=1.C(N(C(C)C)CC)(C)C. No catalyst specified. The product is [CH:2]1([C:5]#[C:6][C:7]2[CH:8]=[N:9][C:10]([N:13]3[CH2:14][CH2:15][N:16]([C:20]4[N:25]=[CH:24][N:23]=[C:22]([NH:26][C:27]5[CH:28]=[N:29][N:30]([CH2:32][C@H:33]6[O:38][CH2:37][CH2:36][N:35]([C:39]([O:41][C:42]([CH3:45])([CH3:44])[CH3:43])=[O:40])[CH2:34]6)[CH:31]=5)[N:21]=4)[CH2:17][CH2:18]3)=[N:11][CH:12]=2)[CH2:4][CH2:3]1. The yield is 0.940. (3) The reactants are [I:1][C:2]1[CH:3]=[C:4]([NH2:28])[C:5]([NH:8][CH2:9][C:10]2[CH:15]=[CH:14][C:13]([O:16][CH2:17][C:18]3[CH:19]=[N:20][C:21]([O:24][CH3:25])=[CH:22][CH:23]=3)=[C:12]([O:26][CH3:27])[CH:11]=2)=[CH:6][CH:7]=1.[N:29]#[C:30]Br.[OH-].[Na+]. The catalyst is ClCCl.CO. The product is [I:1][C:2]1[CH:7]=[CH:6][C:5]2[N:8]([CH2:9][C:10]3[CH:15]=[CH:14][C:13]([O:16][CH2:17][C:18]4[CH:19]=[N:20][C:21]([O:24][CH3:25])=[CH:22][CH:23]=4)=[C:12]([O:26][CH3:27])[CH:11]=3)[C:30]([NH2:29])=[N:28][C:4]=2[CH:3]=1. The yield is 0.690. (4) The reactants are Br[C:2]1[C:3]2[C:4]3[CH:17]=[CH:16][S:15][C:5]=3[C:6](=[O:14])[NH:7][C:8]=2[CH:9]=[CH:10][C:11]=1[O:12][CH3:13].CC1(C)C(C)(C)OB([C:26]2[CH:31]=[CH:30][C:29]([C@H:32]([NH:34][C:35](=[O:41])[O:36][C:37]([CH3:40])([CH3:39])[CH3:38])[CH3:33])=[CH:28][CH:27]=2)O1. No catalyst specified. The product is [CH3:13][O:12][C:11]1[CH:10]=[CH:9][C:8]2[NH:7][C:6](=[O:14])[C:5]3[S:15][CH:16]=[CH:17][C:4]=3[C:3]=2[C:2]=1[C:26]1[CH:27]=[CH:28][C:29]([C@H:32]([NH:34][C:35](=[O:41])[O:36][C:37]([CH3:40])([CH3:39])[CH3:38])[CH3:33])=[CH:30][CH:31]=1. The yield is 0.470. (5) The reactants are Cl.[CH3:2][S:3]([NH:6][C:7]1[CH:15]=[C:14]2[C:10]([CH:11]=[C:12]([C:16]([OH:18])=O)[NH:13]2)=[CH:9][CH:8]=1)(=[O:5])=[O:4].[F:19][C:20]([F:34])([C:28]1[CH:33]=[CH:32][CH:31]=[CH:30][CH:29]=1)[C:21]1[CH:22]=[C:23]([CH:25]=[CH:26][CH:27]=1)[NH2:24].CN(C(ON1N=NC2C=CC=NC1=2)=[N+](C)C)C.F[P-](F)(F)(F)(F)F.CCN(C(C)C)C(C)C. The catalyst is CN(C=O)C. The product is [F:19][C:20]([F:34])([C:28]1[CH:29]=[CH:30][CH:31]=[CH:32][CH:33]=1)[C:21]1[CH:22]=[C:23]([NH:24][C:16]([C:12]2[NH:13][C:14]3[C:10]([CH:11]=2)=[CH:9][CH:8]=[C:7]([NH:6][S:3]([CH3:2])(=[O:4])=[O:5])[CH:15]=3)=[O:18])[CH:25]=[CH:26][CH:27]=1. The yield is 0.360. (6) The reactants are [CH3:1][O:2][C:3]([C:5]1[CH2:6][N:7]([C:23]([O:25][C:26]([CH3:29])([CH3:28])[CH3:27])=[O:24])[CH2:8][C:9]2([C:12]=1[C:13]1[CH:18]=[CH:17][C:16]([CH2:19][CH2:20][CH2:21][OH:22])=[CH:15][CH:14]=1)[CH2:11][CH2:10]2)=[O:4].COC(C1CN(C(OC(C)(C)C)=O)CC(C)(C)C=1C1C=CC(CCCO[Si](C(C)(C)C)(C)C)=CC=1)=O. No catalyst specified. The product is [CH3:1][O:2][C:3]([C:5]1[CH2:6][N:7]([C:23]([O:25][C:26]([CH3:29])([CH3:28])[CH3:27])=[O:24])[CH2:8][C:9]([CH3:11])([CH3:10])[C:12]=1[C:13]1[CH:18]=[CH:17][C:16]([CH2:19][CH2:20][CH2:21][OH:22])=[CH:15][CH:14]=1)=[O:4]. The yield is 0.640. (7) The reactants are Br[C:2]1[CH:26]=[CH:25][C:5]2[N:6]=[C:7]([NH:9][C:10]([N:12]3[CH2:17][CH2:16][C:15](=[CH:18][C:19]4[CH:24]=[CH:23][CH:22]=[CH:21][N:20]=4)[CH2:14][CH2:13]3)=[O:11])[S:8][C:4]=2[CH:3]=1.CC1(C)C(C)(C)OB([C:35]2[CH:36]=[N:37][CH:38]=[CH:39][CH:40]=2)O1.C(=O)([O-])[O-].[Na+].[Na+].[Cl-].[NH4+]. The catalyst is C(COC)OC.C1C=CC([P]([Pd]([P](C2C=CC=CC=2)(C2C=CC=CC=2)C2C=CC=CC=2)([P](C2C=CC=CC=2)(C2C=CC=CC=2)C2C=CC=CC=2)[P](C2C=CC=CC=2)(C2C=CC=CC=2)C2C=CC=CC=2)(C2C=CC=CC=2)C2C=CC=CC=2)=CC=1. The product is [N:37]1[CH:38]=[CH:39][CH:40]=[C:35]([C:2]2[CH:26]=[CH:25][C:5]3[N:6]=[C:7]([NH:9][C:10]([N:12]4[CH2:17][CH2:16][C:15](=[CH:18][C:19]5[CH:24]=[CH:23][CH:22]=[CH:21][N:20]=5)[CH2:14][CH2:13]4)=[O:11])[S:8][C:4]=3[CH:3]=2)[CH:36]=1. The yield is 0.530. (8) The reactants are [C:1]([C:4]1[CH:5]=[C:6]2[C:11](=[CH:12][CH:13]=1)[CH:10]=[C:9]([N:14]1[CH2:19][CH2:18][N:17]([C:20]([O:22][C:23]([CH3:26])([CH3:25])[CH3:24])=[O:21])[CH2:16][CH2:15]1)[CH:8]=[CH:7]2)(=O)[CH3:2].[C:27](#[N:31])[CH2:28][C:29]#[N:30]. The catalyst is N1C=CC=CC=1. The product is [C:23]([O:22][C:20]([N:17]1[CH2:16][CH2:15][N:14]([C:9]2[CH:8]=[CH:7][C:6]3[C:11](=[CH:12][CH:13]=[C:4]([C:1]([CH3:2])=[C:28]([C:27]#[N:31])[C:29]#[N:30])[CH:5]=3)[CH:10]=2)[CH2:19][CH2:18]1)=[O:21])([CH3:24])([CH3:25])[CH3:26]. The yield is 0.770.